From a dataset of Catalyst prediction with 721,799 reactions and 888 catalyst types from USPTO. Predict which catalyst facilitates the given reaction. (1) Reactant: [NH2:1][C:2]1[C:3]([C:9]#[C:10][C:11]2[CH:16]=[CH:15][N:14]=[C:13]([NH:17][C:18](=[O:20])[CH3:19])[CH:12]=2)=[N:4][CH:5]=[CH:6][C:7]=1[CH3:8].[C:21](O)([C:23]([F:26])([F:25])[F:24])=[O:22].CCCCCCCCCCCCOS([O-])(=O)=O.[Na+]. Product: [C:18]([NH:17][C:13]1[CH:12]=[C:11]([C:10]#[C:9][C:3]2[C:2]([NH:1][C:21](=[O:22])[C:23]([F:26])([F:25])[F:24])=[C:7]([CH3:8])[CH:6]=[CH:5][N:4]=2)[CH:16]=[CH:15][N:14]=1)(=[O:20])[CH3:19]. The catalyst class is: 72. (2) Reactant: [CH3:1][O:2][CH2:3][O:4][C:5]1[CH:6]=[C:7]([CH2:11][C:12]([O:14][CH2:15][CH3:16])=[O:13])[CH:8]=[CH:9][CH:10]=1.[H-].[Na+].I[CH3:20]. Product: [CH3:1][O:2][CH2:3][O:4][C:5]1[CH:6]=[C:7]([CH:11]([CH3:20])[C:12]([O:14][CH2:15][CH3:16])=[O:13])[CH:8]=[CH:9][CH:10]=1. The catalyst class is: 18. (3) Reactant: COC1C=C(OC)C=CC=1C[N:6]([C:33]1[CH:38]=[CH:37][N:36]=[CH:35][N:34]=1)[S:7]([C:10]1[C:15]([F:16])=[CH:14][C:13]([O:17][C@H:18]2[CH2:23][CH2:22][CH2:21][CH2:20][C@@H:19]2[C:24]2[CH:25]=[N:26][N:27](COC)[CH:28]=2)=[CH:12][C:11]=1[F:32])(=[O:9])=[O:8].C([SiH](CC)CC)C.FC(F)(F)C(O)=O.Cl. Product: [F:32][C:11]1[CH:12]=[C:13]([O:17][C@H:18]2[CH2:23][CH2:22][CH2:21][CH2:20][C@@H:19]2[C:24]2[CH:25]=[N:26][NH:27][CH:28]=2)[CH:14]=[C:15]([F:16])[C:10]=1[S:7]([NH:6][C:33]1[CH:38]=[CH:37][N:36]=[CH:35][N:34]=1)(=[O:8])=[O:9]. The catalyst class is: 138. (4) Reactant: [Cl:1][C:2]1[CH:10]=[C:9]([CH:11]([O:14][CH2:15][C:16]2([C:29]3[CH:34]=[CH:33][C:32]([F:35])=[CH:31][CH:30]=3)[CH2:21][CH2:20][N:19]([C:22]([O:24][C:25]([CH3:28])([CH3:27])[CH3:26])=[O:23])[CH2:18][CH2:17]2)[CH2:12][OH:13])[C:8]2[C:4](=[CH:5][N:6]([CH2:36][O:37][CH2:38][CH2:39][Si:40]([CH3:43])([CH3:42])[CH3:41])[N:7]=2)[CH:3]=1.[H-].[Na+].I[CH3:47]. Product: [Cl:1][C:2]1[CH:10]=[C:9]([CH:11]([O:14][CH2:15][C:16]2([C:29]3[CH:34]=[CH:33][C:32]([F:35])=[CH:31][CH:30]=3)[CH2:21][CH2:20][N:19]([C:22]([O:24][C:25]([CH3:28])([CH3:27])[CH3:26])=[O:23])[CH2:18][CH2:17]2)[CH2:12][O:13][CH3:47])[C:8]2[C:4](=[CH:5][N:6]([CH2:36][O:37][CH2:38][CH2:39][Si:40]([CH3:43])([CH3:41])[CH3:42])[N:7]=2)[CH:3]=1. The catalyst class is: 9. (5) Product: [CH3:13][C:12]1[C:4]2[NH:3][CH:1]=[N:15][C:5]=2[C:6]([C:7]([OH:9])=[O:8])=[CH:10][CH:11]=1. The catalyst class is: 45. Reactant: [CH:1]([NH:3][C:4]1[C:5]([N+:15]([O-])=O)=[C:6]([C:10](Br)=[CH:11][C:12]=1[CH3:13])[C:7]([OH:9])=[O:8])=O.[OH-].[Na+]. (6) Reactant: [Br:1][C:2]1[CH:3]=[C:4]([CH:7]=[O:8])[O:5][CH:6]=1.CC(=CC)C.P([O-])(O)(O)=[O:15].[Na+].Cl([O-])=O.[Na+]. Product: [Br:1][C:2]1[CH:3]=[C:4]([C:7]([OH:15])=[O:8])[O:5][CH:6]=1. The catalyst class is: 371. (7) Reactant: [NH2:1][C:2]1[CH:10]=[C:9]([O:11][CH3:12])[C:8]([Br:13])=[CH:7][C:3]=1[C:4](O)=[O:5].[NH:14]1CCCC[CH2:15]1.N1C=NC=NC=1. Product: [Br:13][C:8]1[CH:7]=[C:3]2[C:2](=[CH:10][C:9]=1[O:11][CH3:12])[N:1]=[CH:15][NH:14][C:4]2=[O:5]. The catalyst class is: 5. (8) Reactant: [Br:1][C:2]1[CH:7]=[CH:6][C:5]([NH:8][C:9](=[O:20])[C:10]2[CH:15]=[C:14]([NH2:16])[C:13]([NH:17][CH3:18])=[CH:12][C:11]=2[F:19])=[CH:4][CH:3]=1.[Cl:21][C:22]1[C:35]([N:36]=[C:37]=[S:38])=[C:34]([Cl:39])[CH:33]=[CH:32][C:23]=1[CH2:24][NH:25][C:26](=[O:31])[C:27]([CH3:30])([CH3:29])[CH3:28].CN(C=O)C. Product: [Br:1][C:2]1[CH:3]=[CH:4][C:5]([NH:8][C:9](=[O:20])[C:10]2[CH:15]=[C:14]([NH:16][C:37]([NH:36][C:35]3[C:34]([Cl:39])=[CH:33][CH:32]=[C:23]([CH2:24][NH:25][C:26](=[O:31])[C:27]([CH3:28])([CH3:30])[CH3:29])[C:22]=3[Cl:21])=[S:38])[C:13]([NH:17][CH3:18])=[CH:12][C:11]=2[F:19])=[CH:6][CH:7]=1. The catalyst class is: 6.